Dataset: Peptide-MHC class I binding affinity with 185,985 pairs from IEDB/IMGT. Task: Regression. Given a peptide amino acid sequence and an MHC pseudo amino acid sequence, predict their binding affinity value. This is MHC class I binding data. (1) The peptide sequence is SQLGNAGEV. The MHC is H-2-Kb with pseudo-sequence H-2-Kb. The binding affinity (normalized) is 0.301. (2) The peptide sequence is HAVWYVASF. The MHC is HLA-B15:17 with pseudo-sequence HLA-B15:17. The binding affinity (normalized) is 0.898. (3) The peptide sequence is ELTASGGKV. The MHC is HLA-A02:01 with pseudo-sequence HLA-A02:01. The binding affinity (normalized) is 0.000350. (4) The peptide sequence is RLYPFGSYY. The MHC is BoLA-D18.4 with pseudo-sequence BoLA-D18.4. The binding affinity (normalized) is 0.448.